Regression. Given a peptide amino acid sequence and an MHC pseudo amino acid sequence, predict their binding affinity value. This is MHC class I binding data. From a dataset of Peptide-MHC class I binding affinity with 185,985 pairs from IEDB/IMGT. The peptide sequence is LFNIAQRIL. The MHC is HLA-A02:03 with pseudo-sequence HLA-A02:03. The binding affinity (normalized) is 0.115.